Dataset: Retrosynthesis with 50K atom-mapped reactions and 10 reaction types from USPTO. Task: Predict the reactants needed to synthesize the given product. Given the product CC1(C2CCC(=O)CC2)CC1, predict the reactants needed to synthesize it. The reactants are: C=C(C)C1CCC(=O)CC1.ICI.